The task is: Predict the reactants needed to synthesize the given product.. This data is from Full USPTO retrosynthesis dataset with 1.9M reactions from patents (1976-2016). (1) Given the product [CH:25]1([C:7]2[C:6]([C:4]([OH:5])=[O:3])=[CH:10][N:9]([CH2:11][C:12]3[CH:17]=[CH:16][C:15]([CH2:18][N:19]4[CH:23]=[C:22]([CH3:24])[CH:21]=[N:20]4)=[CH:14][CH:13]=3)[N:8]=2)[CH2:27][CH2:26]1, predict the reactants needed to synthesize it. The reactants are: C([O:3][C:4]([C:6]1[C:7]([CH:25]2[CH2:27][CH2:26]2)=[N:8][N:9]([CH2:11][C:12]2[CH:17]=[CH:16][C:15]([CH2:18][N:19]3[CH:23]=[C:22]([CH3:24])[CH:21]=[N:20]3)=[CH:14][CH:13]=2)[CH:10]=1)=[O:5])C.[OH-].[Na+]. (2) Given the product [C:1]([O:4][CH2:5][C:6]1[C:7]([N:21]2[CH2:32][CH2:31][N:30]3[C:29]4[CH2:28][C:27]([CH3:34])([CH3:33])[CH2:26][C:25]=4[CH:24]=[C:23]3[C:22]2=[O:35])=[N:8][CH:9]=[CH:10][C:11]=1[C:12]1[CH:17]=[C:16]([NH:36][C:37]2[CH:42]=[CH:41][CH:40]=[CH:39][N:38]=2)[C:15](=[O:19])[N:14]([CH3:20])[CH:13]=1)(=[O:3])[CH3:2], predict the reactants needed to synthesize it. The reactants are: [C:1]([O:4][CH2:5][C:6]1[C:7]([N:21]2[CH2:32][CH2:31][N:30]3[C:23](=[CH:24][C:25]4[CH2:26][C:27]([CH3:34])([CH3:33])[CH2:28][C:29]=43)[C:22]2=[O:35])=[N:8][CH:9]=[CH:10][C:11]=1[C:12]1[CH:17]=[C:16](Br)[C:15](=[O:19])[N:14]([CH3:20])[CH:13]=1)(=[O:3])[CH3:2].[NH2:36][C:37]1[CH:42]=[CH:41][CH:40]=[CH:39][N:38]=1.C(=O)([O-])[O-].[Cs+].[Cs+].CC1(C)C2C(=C(P(C3C=CC=CC=3)C3C=CC=CC=3)C=CC=2)OC2C(P(C3C=CC=CC=3)C3C=CC=CC=3)=CC=CC1=2. (3) Given the product [Cl:4][C:5]1[CH:13]=[C:12]([F:14])[C:11]([N+:15]([O-:17])=[O:16])=[CH:10][C:6]=1[C:7](=[O:8])[CH3:19], predict the reactants needed to synthesize it. The reactants are: [Cl-].C[Zn+].[Cl:4][C:5]1[CH:13]=[C:12]([F:14])[C:11]([N+:15]([O-:17])=[O:16])=[CH:10][C:6]=1[C:7](Cl)=[O:8].Cl.[CH2:19](Cl)Cl. (4) The reactants are: [Br:1][C:2]1[CH:3]=[CH:4][C:5]([O:11][C:12]2[CH:13]=[N:14][C:15]([Cl:18])=[CH:16][CH:17]=2)=[C:6]([CH:10]=1)[C:7]([OH:9])=O.C1C=CC2N(O)N=NC=2C=1.[CH3:29][CH2:30][N:31](C(C)C)[CH:32](C)[CH3:33].CCN=C=NCCCN(C)C. Given the product [Br:1][C:2]1[CH:3]=[CH:4][C:5]([O:11][C:12]2[CH:13]=[N:14][C:15]([Cl:18])=[CH:16][CH:17]=2)=[C:6]([CH:10]=1)[C:7]([N:31]([CH2:32][CH3:33])[CH2:30][CH3:29])=[O:9], predict the reactants needed to synthesize it.